From a dataset of Peptide-MHC class II binding affinity with 134,281 pairs from IEDB. Regression. Given a peptide amino acid sequence and an MHC pseudo amino acid sequence, predict their binding affinity value. This is MHC class II binding data. (1) The peptide sequence is KFDSALARKHIARELH. The MHC is DRB5_0101 with pseudo-sequence DRB5_0101. The binding affinity (normalized) is 0.399. (2) The peptide sequence is FERLAITKGKVDPTD. The MHC is HLA-DPA10103-DPB10401 with pseudo-sequence HLA-DPA10103-DPB10401. The binding affinity (normalized) is 0.191.